Dataset: Forward reaction prediction with 1.9M reactions from USPTO patents (1976-2016). Task: Predict the product of the given reaction. (1) Given the reactants [CH3:1][S:2]([NH:5][C:6]1[C:13]([CH:14]=[CH2:15])=[CH:12][C:9]([CH2:10][NH2:11])=[C:8]([O:16][CH3:17])[CH:7]=1)(=[O:4])=[O:3].Cl.FC(F)(F)C(O)=O.[C:26]([C:30]1[CH:35]=[CH:34][C:33]([CH:36]=[CH:37][C:38](O)=[O:39])=[CH:32][CH:31]=1)([CH3:29])([CH3:28])[CH3:27].C[N+]1(C2N=C(OC)N=C(OC)N=2)CCOCC1.[Cl-], predict the reaction product. The product is: [C:26]([C:30]1[CH:31]=[CH:32][C:33]([CH:36]=[CH:37][C:38]([NH:11][CH2:10][C:9]2[CH:12]=[C:13]([CH:14]=[CH2:15])[C:6]([NH:5][S:2]([CH3:1])(=[O:4])=[O:3])=[CH:7][C:8]=2[O:16][CH3:17])=[O:39])=[CH:34][CH:35]=1)([CH3:29])([CH3:27])[CH3:28]. (2) Given the reactants Cl[C:2]1[N:3]=[N:4][C:5]([N:8]2[CH2:13][CH2:12][CH:11]([O:14][C:15]3[CH:20]=[CH:19][CH:18]=[CH:17][C:16]=3[C:21]([F:24])([F:23])[F:22])[CH2:10][CH2:9]2)=[CH:6][CH:7]=1.CC([O-])=[O:27].[K+], predict the reaction product. The product is: [F:22][C:21]([F:24])([F:23])[C:16]1[CH:17]=[CH:18][CH:19]=[CH:20][C:15]=1[O:14][CH:11]1[CH2:12][CH2:13][N:8]([C:5]2[N:4]=[N:3][C:2]([OH:27])=[CH:7][CH:6]=2)[CH2:9][CH2:10]1. (3) Given the reactants [CH3:1][C:2]1[S:6][C:5]([CH2:7][NH2:8])=[CH:4][CH:3]=1.S1C(CN)=CC2C=CC=CC1=2.[CH2:20]([O:27][C:28]1[CH:33]=[CH:32][N:31]([C:34]2[S:35][C:36]([C:40](O)=[O:41])=[C:37]([CH3:39])[N:38]=2)[C:30](=[O:43])[CH:29]=1)[C:21]1[CH:26]=[CH:25][CH:24]=[CH:23][CH:22]=1, predict the reaction product. The product is: [CH2:20]([O:27][C:28]1[CH:33]=[CH:32][N:31]([C:34]2[S:35][C:36]([C:40]([NH:8][CH2:7][C:5]3[S:6][C:2]([CH3:1])=[CH:3][CH:4]=3)=[O:41])=[C:37]([CH3:39])[N:38]=2)[C:30](=[O:43])[CH:29]=1)[C:21]1[CH:26]=[CH:25][CH:24]=[CH:23][CH:22]=1. (4) Given the reactants [S:1]1[CH:5]=[CH:4][CH:3]=[C:2]1[S:6]([NH:9][C:10]1[CH:11]=[CH:12][CH:13]=[C:14]2[C:18]=1[NH:17][C:16]([C:19](=[S:21])[NH2:20])=[CH:15]2)(=[O:8])=[O:7].Cl[CH:23]([C:29](=O)[CH3:30])[C:24]([O:26][CH2:27][CH3:28])=[O:25].C(O)C.CN(C)C(=O)C, predict the reaction product. The product is: [CH3:30][C:29]1[N:20]=[C:19]([C:16]2[NH:17][C:18]3[C:14]([CH:15]=2)=[CH:13][CH:12]=[CH:11][C:10]=3[NH:9][S:6]([C:2]2[S:1][CH:5]=[CH:4][CH:3]=2)(=[O:7])=[O:8])[S:21][C:23]=1[C:24]([O:26][CH2:27][CH3:28])=[O:25]. (5) Given the reactants [CH2:1]1[C:6]2([CH2:11][CH2:10][CH2:9][CH2:8][CH2:7]2)[CH2:5][CH2:4][CH:3]([O:12][C:13]2[CH:14]=[C:15]3[C:20](=[CH:21][CH:22]=2)[CH:19]=[C:18]([CH2:23][OH:24])[CH:17]=[CH:16]3)[CH2:2]1.C(Cl)Cl, predict the reaction product. The product is: [CH2:5]1[C:6]2([CH2:7][CH2:8][CH2:9][CH2:10][CH2:11]2)[CH2:1][CH2:2][CH:3]([O:12][C:13]2[CH:14]=[C:15]3[C:20](=[CH:21][CH:22]=2)[CH:19]=[C:18]([CH:23]=[O:24])[CH:17]=[CH:16]3)[CH2:4]1. (6) Given the reactants [N:1]1[CH:6]=[CH:5][CH:4]=[C:3]([N:7]2[CH2:13][CH:12]3[CH:8]2[CH2:9][NH:10][CH2:11]3)[CH:2]=1.[C:14]([OH:21])(=[O:20])/[CH:15]=[CH:16]/[C:17]([OH:19])=[O:18], predict the reaction product. The product is: [C:14]([OH:21])(=[O:20])/[CH:15]=[CH:16]/[C:17]([OH:19])=[O:18].[N:1]1[CH:6]=[CH:5][CH:4]=[C:3]([N:7]2[CH2:13][C@@H:12]3[C@H:8]2[CH2:9][NH:10][CH2:11]3)[CH:2]=1.